This data is from Reaction yield outcomes from USPTO patents with 853,638 reactions. The task is: Predict the reaction yield, written as a fraction of the theoretical maximum amount of product (1.0 means a 100% yield; for example, 0.34 means a 34% yield). (1) The reactants are [H-].[H-].[H-].[H-].[Li+].[Al+3].[NH2:7][C@:8]1([C:30](OC)=[O:31])[CH2:12][CH2:11][C@@H:10]([C:13]2[CH:18]=[CH:17][C:16]([C:19]#[C:20][CH2:21][O:22][CH2:23][C:24]3[CH:29]=[CH:28][CH:27]=[CH:26][CH:25]=3)=[CH:15][CH:14]=2)[CH2:9]1.[OH-].[Na+].[O-]S([O-])(=O)=O.[Na+].[Na+]. The catalyst is CCOCC.C1COCC1.O. The product is [NH2:7][C@:8]1([CH2:30][OH:31])[CH2:12][CH2:11][C@@H:10]([C:13]2[CH:18]=[CH:17][C:16]([C:19]#[C:20][CH2:21][O:22][CH2:23][C:24]3[CH:25]=[CH:26][CH:27]=[CH:28][CH:29]=3)=[CH:15][CH:14]=2)[CH2:9]1. The yield is 0.810. (2) The reactants are [CH2:1]([O:8][CH2:9][O:10][C:11]1[C:19]2[C:14](=[CH:15][N:16]=[CH:17][CH:18]=2)[O:13][CH:12]=1)[C:2]1[CH:7]=[CH:6][CH:5]=[CH:4][CH:3]=1.[Li]CCCC.[O:25]1[CH2:30][CH2:29][CH:28]([CH:31]=[O:32])[CH2:27][CH2:26]1.[NH4+].[Cl-]. The catalyst is C1COCC1. The product is [CH2:1]([O:8][CH2:9][O:10][C:11]1[C:19]2[C:14](=[CH:15][N:16]=[CH:17][CH:18]=2)[O:13][C:12]=1[CH:31]([CH:28]1[CH2:29][CH2:30][O:25][CH2:26][CH2:27]1)[OH:32])[C:2]1[CH:7]=[CH:6][CH:5]=[CH:4][CH:3]=1. The yield is 0.460. (3) The reactants are [Cl-].O[NH3+:3].[C:4](=[O:7])([O-])[OH:5].[Na+].CS(C)=O.[CH:13]1([CH2:16][N:17]2[C:22](=[O:23])[C:21]([CH2:24][C:25]3[CH:30]=[CH:29][C:28]([C:31]4[C:32]([C:37]#[N:38])=[CH:33][CH:34]=[CH:35][CH:36]=4)=[CH:27][CH:26]=3)=[C:20]([CH2:39][CH2:40][CH3:41])[N:19]3[N:42]=[CH:43][N:44]=[C:18]23)[CH2:15][CH2:14]1. The catalyst is C(OCC)(=O)C. The product is [CH:13]1([CH2:16][N:17]2[C:22](=[O:23])[C:21]([CH2:24][C:25]3[CH:30]=[CH:29][C:28]([C:31]4[CH:36]=[CH:35][CH:34]=[CH:33][C:32]=4[C:37]4[NH:3][C:4](=[O:7])[O:5][N:38]=4)=[CH:27][CH:26]=3)=[C:20]([CH2:39][CH2:40][CH3:41])[N:19]3[N:42]=[CH:43][N:44]=[C:18]23)[CH2:14][CH2:15]1. The yield is 0.270. (4) The reactants are [C:1]([OH:7])(=O)/[C:2](=[CH:4]/[CH3:5])/[CH3:3].C(N(CC)CC)C.C(Cl)(=O)C(C)(C)C.[Cl-].[Li+].[CH:24]([C@@H:27]1[CH2:31][O:30][C:29](=[O:32])[NH:28]1)([CH3:26])[CH3:25]. The catalyst is O1CCCC1. The product is [CH:24]([C@@H:27]1[CH2:31][O:30][C:29](=[O:32])[N:28]1[C:1](=[O:7])/[C:2](/[CH3:3])=[CH:4]/[CH3:5])([CH3:26])[CH3:25]. The yield is 0.780. (5) The reactants are [Li+].[OH-].[C:3]([O:7][C:8](=[O:21])[NH:9][CH2:10][C:11]1[NH:12][C:13]2[C:14]([N:20]=1)=[N:15][CH:16]=[C:17](Br)[CH:18]=2)([CH3:6])([CH3:5])[CH3:4].[CH3:22][C:23]1[C:27](B(O)O)=[C:26]([CH3:31])[O:25][N:24]=1.OC(C(O)(C)C)(C)C. No catalyst specified. The product is [C:3]([O:7][C:8](=[O:21])[NH:9][CH2:10][C:11]1[NH:12][C:13]2[C:14]([N:20]=1)=[N:15][CH:16]=[C:17]([C:27]1[C:23]([CH3:22])=[N:24][O:25][C:26]=1[CH3:31])[CH:18]=2)([CH3:6])([CH3:5])[CH3:4]. The yield is 0.690. (6) The reactants are [Na].[F:2][C:3]([F:7])([F:6])[CH2:4][OH:5].Cl[C:9]1[N:10]=[C:11]([CH3:19])[C:12]([C:15]([O:17]C)=[O:16])=[N:13][CH:14]=1.[OH-].[Na+]. No catalyst specified. The product is [CH3:19][C:11]1[C:12]([C:15]([OH:17])=[O:16])=[N:13][CH:14]=[C:9]([O:5][CH2:4][C:3]([F:7])([F:6])[F:2])[N:10]=1. The yield is 1.00.